This data is from Forward reaction prediction with 1.9M reactions from USPTO patents (1976-2016). The task is: Predict the product of the given reaction. Given the reactants Cl[C:2]1[N:7]=[C:6]([NH:8][C:9]2[CH:13]=[C:12]([CH3:14])[NH:11][N:10]=2)[CH:5]=[C:4]([Cl:15])[N:3]=1.ClC1C(NC2C=C(OC)NN=2)=NC([NH:23][C@H:24]([C:26]2[N:31]=[CH:30][C:29]([F:32])=[CH:28][N:27]=2)[CH3:25])=NC=1, predict the reaction product. The product is: [Cl:15][C:4]1[N:3]=[C:2]([NH:23][C@H:24]([C:26]2[N:31]=[CH:30][C:29]([F:32])=[CH:28][N:27]=2)[CH3:25])[N:7]=[C:6]([NH:8][C:9]2[CH:13]=[C:12]([CH3:14])[NH:11][N:10]=2)[CH:5]=1.